Dataset: Catalyst prediction with 721,799 reactions and 888 catalyst types from USPTO. Task: Predict which catalyst facilitates the given reaction. (1) Reactant: [F:1][C:2]([F:28])([F:27])[C:3]1[CH:4]=[C:5]([NH:13][C:14](=[O:26])[C:15]2[CH:20]=[C:19](I)[CH:18]=[CH:17][C:16]=2[O:22][CH2:23][O:24][CH3:25])[CH:6]=[C:7]([C:9]([F:12])([F:11])[F:10])[CH:8]=1.C([Sn](CCCC)(CCCC)[C:34]1[CH:39]=[CH:38][CH:37]=[CH:36][N:35]=1)CCC.O. Product: [F:1][C:2]([F:28])([F:27])[C:3]1[CH:4]=[C:5]([NH:13][C:14](=[O:26])[C:15]2[CH:20]=[C:19]([C:34]3[CH:39]=[CH:38][CH:37]=[CH:36][N:35]=3)[CH:18]=[CH:17][C:16]=2[O:22][CH2:23][O:24][CH3:25])[CH:6]=[C:7]([C:9]([F:12])([F:11])[F:10])[CH:8]=1. The catalyst class is: 558. (2) Reactant: [Cl:1][C:2]1[N:7]=[CH:6][C:5]([C:8]2[CH:13]=[CH:12][N:11]=[C:10]([NH:14][C:15]3[CH:16]=[C:17]([NH:22]C)[CH:18]=[CH:19][C:20]=3[CH3:21])[N:9]=2)=[CH:4][CH:3]=1.[F:24][C:25]([F:36])([F:35])[C:26]1[CH:27]=[C:28]([CH:32]=[CH:33][CH:34]=1)[C:29]([OH:31])=O.F[P-](F)(F)(F)(F)F.N1(O[P+](N(C)C)(N(C)C)N(C)C)C2C=CC=CC=2N=N1.CCN(C(C)C)C(C)C. Product: [Cl:1][C:2]1[N:7]=[CH:6][C:5]([C:8]2[CH:13]=[CH:12][N:11]=[C:10]([NH:14][C:15]3[CH:16]=[C:17]([NH:22][C:29](=[O:31])[C:28]4[CH:32]=[CH:33][CH:34]=[C:26]([C:25]([F:24])([F:36])[F:35])[CH:27]=4)[CH:18]=[CH:19][C:20]=3[CH3:21])[N:9]=2)=[CH:4][CH:3]=1. The catalyst class is: 18. (3) Product: [Cl:13][C:14]1[CH:20]=[CH:19][C:17]([NH:18][C:8](=[O:10])[CH:2]([CH3:1])[C:3]([O:5][CH2:6][CH3:7])=[O:4])=[CH:16][C:15]=1[O:21][CH3:22]. Reactant: [CH3:1][CH:2]([C:8]([O:10]CC)=O)[C:3]([O:5][CH2:6][CH3:7])=[O:4].[Cl:13][C:14]1[CH:20]=[CH:19][C:17]([NH2:18])=[CH:16][C:15]=1[O:21][CH3:22]. The catalyst class is: 17. (4) Reactant: [F:1][C:2]([F:13])([F:12])[C:3]([C:5]1[CH:10]=[CH:9][C:8]([I:11])=[CH:7][CH:6]=1)=[O:4].[BH4-].[Na+].[Cl-].[NH4+]. Product: [F:13][C:2]([F:1])([F:12])[CH:3]([C:5]1[CH:6]=[CH:7][C:8]([I:11])=[CH:9][CH:10]=1)[OH:4]. The catalyst class is: 5.